From a dataset of Reaction yield outcomes from USPTO patents with 853,638 reactions. Predict the reaction yield, written as a fraction of the theoretical maximum amount of product (1.0 means a 100% yield; for example, 0.34 means a 34% yield). (1) The reactants are [O:1]=[C:2]1[NH:7][C:6]2[CH:8]=[C:9]([CH2:12][N:13]3[CH2:18][CH2:17][N:16]([C:19]4[CH:27]=[CH:26][C:22]([C:23](O)=[O:24])=[CH:21][CH:20]=4)[CH2:15][CH2:14]3)[CH:10]=[N:11][C:5]=2[N:4]2[CH2:28][CH2:29][CH2:30][C@@H:3]12.[CH3:31][NH:32][CH2:33][CH3:34].CN(C(ON1N=NC2C=CC=NC1=2)=[N+](C)C)C.F[P-](F)(F)(F)(F)F.CN1CCOCC1. The catalyst is CN(C=O)C. The product is [CH2:33]([N:32]([CH3:31])[C:23](=[O:24])[C:22]1[CH:21]=[CH:20][C:19]([N:16]2[CH2:15][CH2:14][N:13]([CH2:12][C:9]3[CH:10]=[N:11][C:5]4[N:4]5[CH2:28][CH2:29][CH2:30][C@H:3]5[C:2](=[O:1])[NH:7][C:6]=4[CH:8]=3)[CH2:18][CH2:17]2)=[CH:27][CH:26]=1)[CH3:34]. The yield is 0.170. (2) The reactants are [CH2:1]([O:8][C:9]1[C:18]2[C:17](=O)[O:16]C(C)(C)[O:14][C:13]=2[CH:12]=[C:11]([O:22][CH3:23])[CH:10]=1)[C:2]1[CH:7]=[CH:6][CH:5]=[CH:4][CH:3]=1.[H-].C([Al+]CC(C)C)C(C)C. The catalyst is ClCCl.C1(C)C=CC=CC=1. The product is [CH2:1]([O:8][C:9]1[CH:10]=[C:11]([O:22][CH3:23])[CH:12]=[C:13]([OH:14])[C:18]=1[CH:17]=[O:16])[C:2]1[CH:7]=[CH:6][CH:5]=[CH:4][CH:3]=1. The yield is 0.730. (3) The reactants are [C:1]1([CH2:7][O:8][C:9]2[CH:10]=[C:11]([CH:17]=[CH:18][CH:19]=2)[C:12]([O:14]CC)=O)[CH:6]=[CH:5][CH:4]=[CH:3][CH:2]=1.[Cl:20][C:21]1[N:26]=[C:25]([CH3:27])[CH:24]=[CH:23][N:22]=1.[Li+].C[Si]([N-][Si](C)(C)C)(C)C. The catalyst is C1COCC1. The product is [Cl:20][C:21]1[N:26]=[C:25]([CH2:27][C:12]([C:11]2[CH:17]=[CH:18][CH:19]=[C:9]([O:8][CH2:7][C:1]3[CH:2]=[CH:3][CH:4]=[CH:5][CH:6]=3)[CH:10]=2)=[O:14])[CH:24]=[CH:23][N:22]=1. The yield is 0.530. (4) The reactants are [CH2:1]([O:3][C:4](=[O:18])[CH:5]=[CH:6][C:7]1[C:8](Cl)=[N:9][C:10]([C:13]([F:16])([F:15])[F:14])=[CH:11][CH:12]=1)[CH3:2].[F:19][C:20]1[CH:21]=[C:22](B(O)O)[CH:23]=[CH:24][CH:25]=1. No catalyst specified. The product is [CH2:1]([O:3][C:4](=[O:18])[CH:5]=[CH:6][C:7]1[C:8]([C:24]2[CH:23]=[CH:22][CH:21]=[C:20]([F:19])[CH:25]=2)=[N:9][C:10]([C:13]([F:16])([F:15])[F:14])=[CH:11][CH:12]=1)[CH3:2]. The yield is 0.530.